Dataset: Catalyst prediction with 721,799 reactions and 888 catalyst types from USPTO. Task: Predict which catalyst facilitates the given reaction. (1) Reactant: [H-].[Al+3].[Li+].[H-].[H-].[H-].C([O:9][C:10](=O)[CH2:11][CH2:12][C:13]1[CH:18]=[CH:17][CH:16]=[C:15]([CH2:19][CH2:20][C:21](OCC)=[O:22])[CH:14]=1)C. Product: [OH:9][CH2:10][CH2:11][CH2:12][C:13]1[CH:14]=[C:15]([CH2:19][CH2:20][CH2:21][OH:22])[CH:16]=[CH:17][CH:18]=1. The catalyst class is: 1. (2) Reactant: [CH3:1][C:2]1[CH:7]=[C:6]([N+:8]([O-])=O)[CH:5]=[CH:4][C:3]=1[O:11][C:12]1[CH:17]=[CH:16][CH:15]=[C:14]([O:18][C:19]([F:24])([F:23])[CH:20]([F:22])[F:21])[CH:13]=1.[Cl-].[Ca+2].[Cl-].C(O)C. Product: [CH3:1][C:2]1[CH:7]=[C:6]([CH:5]=[CH:4][C:3]=1[O:11][C:12]1[CH:17]=[CH:16][CH:15]=[C:14]([O:18][C:19]([F:23])([F:24])[CH:20]([F:21])[F:22])[CH:13]=1)[NH2:8]. The catalyst class is: 6.